Dataset: Full USPTO retrosynthesis dataset with 1.9M reactions from patents (1976-2016). Task: Predict the reactants needed to synthesize the given product. (1) The reactants are: [Br:1][C:2]1[CH:16]=[CH:15][C:5]2[C:6]3[N:10]([CH2:11][CH2:12][O:13][C:4]=2[CH:3]=1)[CH:9]=[C:8](I)[N:7]=3.C1(P(C2C=CC=CC=2)C2[C:37]3[O:36][C:35]4C(=CC=CC=4P(C4C=CC=CC=4)C4C=CC=CC=4)C(C)(C)C=3C=CC=2)C=CC=CC=1.C(N(CC)CC)C.C[OH:67]. Given the product [CH3:35][O:36][C:37]([C:8]1[N:7]=[C:6]2[N:10]([CH2:11][CH2:12][O:13][C:4]3[CH:3]=[C:2]([Br:1])[CH:16]=[CH:15][C:5]=32)[CH:9]=1)=[O:67], predict the reactants needed to synthesize it. (2) Given the product [CH2:1]([N:8]1[CH:12]=[C:11]([CH2:13][C:14]([O:16][CH2:17][CH3:18])=[O:15])[C:10]([O:19][CH2:21][C:22]2[CH:27]=[N:26][C:25]([O:28][CH2:29][C:30]3[N:31]=[C:32]([C:36]4[CH:41]=[CH:40][CH:39]=[CH:38][CH:37]=4)[O:33][C:34]=3[CH3:35])=[CH:24][CH:23]=2)=[N:9]1)[C:2]1[CH:3]=[CH:4][CH:5]=[CH:6][CH:7]=1, predict the reactants needed to synthesize it. The reactants are: [CH2:1]([N:8]1[CH:12]=[C:11]([CH2:13][C:14]([O:16][CH2:17][CH3:18])=[O:15])[C:10]([OH:19])=[N:9]1)[C:2]1[CH:7]=[CH:6][CH:5]=[CH:4][CH:3]=1.Cl[CH2:21][C:22]1[CH:23]=[CH:24][C:25]([O:28][CH2:29][C:30]2[N:31]=[C:32]([C:36]3[CH:41]=[CH:40][CH:39]=[CH:38][CH:37]=3)[O:33][C:34]=2[CH3:35])=[N:26][CH:27]=1.C(=O)([O-])[O-].[K+].[K+].CN(C)C=O. (3) Given the product [CH2:17]([N:21]1[C:26](=[O:27])/[C:25](=[CH:11]/[C:9]2[S:10][C:6]([N:5]([CH2:13][CH2:14][CH2:15][CH3:16])[CH2:1][CH2:2][CH2:3][CH3:4])=[CH:7][CH:8]=2)/[C:24]([CH3:28])=[C:23]([C:29]#[N:30])[C:22]1=[O:31])[CH2:18][CH2:19][CH3:20], predict the reactants needed to synthesize it. The reactants are: [CH2:1]([N:5]([CH2:13][CH2:14][CH2:15][CH3:16])[C:6]1[S:10][C:9]([CH:11]=O)=[CH:8][CH:7]=1)[CH2:2][CH2:3][CH3:4].[CH2:17]([N:21]1[C:26]([OH:27])=[CH:25][C:24]([CH3:28])=[C:23]([C:29]#[N:30])[C:22]1=[O:31])[CH2:18][CH2:19][CH3:20].